From a dataset of Tyrosyl-DNA phosphodiesterase HTS with 341,365 compounds. Binary Classification. Given a drug SMILES string, predict its activity (active/inactive) in a high-throughput screening assay against a specified biological target. (1) The compound is O=C(Nc1ccc(cc1)C(=O)NNC(=O)CCc1ccccc1)CCCC. The result is 1 (active). (2) The molecule is O=C(Nn1cnnc1)c1cc(c([N+]([O-])=O)cc1)C. The result is 0 (inactive). (3) The compound is S(c1c(N)cccc1)CC(=O)Nc1scc(n1)c1ccccc1. The result is 0 (inactive). (4) The molecule is S(=O)(=O)(N1CCOCC1)c1cc(NC(=O)COC(=O)c2oc3c(c(=O)c2)cccc3)c(cc1)C. The result is 0 (inactive).